This data is from Catalyst prediction with 721,799 reactions and 888 catalyst types from USPTO. The task is: Predict which catalyst facilitates the given reaction. (1) Reactant: [F:1][C:2]1[CH:3]=[CH:4][C:5]([CH3:11])=[C:6]([CH:10]=1)[C:7]([OH:9])=[O:8].Cl.O1CCOC[CH2:14]1. Product: [F:1][C:2]1[CH:3]=[CH:4][C:5]([CH3:11])=[C:6]([CH:10]=1)[C:7]([O:9][CH3:14])=[O:8]. The catalyst class is: 5. (2) Reactant: N.C(OP(=O)(OCC)O[C:7]1[CH:12]=[CH:11][C:10]([C:13]([CH3:16])([CH3:15])[CH3:14])=[CH:9][C:8]=1[C:17]([CH3:20])([CH3:19])[CH3:18])C.[Li]. Product: [C:13]([C:10]1[CH:11]=[CH:12][CH:7]=[C:8]([C:17]([CH3:20])([CH3:19])[CH3:18])[CH:9]=1)([CH3:16])([CH3:15])[CH3:14]. The catalyst class is: 28. (3) Reactant: [F:1][C:2]1[CH:3]=[C:4]([C@:15]([NH:30][C:31](=[O:39])[NH:32][C:33]2([C:36]([OH:38])=O)[CH2:35][CH2:34]2)([C:23]2[CH:28]=[CH:27][C:26]([F:29])=[CH:25][CH:24]=2)[CH2:16][C:17]2[CH:22]=[CH:21][CH:20]=[CH:19][CH:18]=2)[CH:5]=[C:6]([O:8][C:9]([F:14])([F:13])[CH:10]([F:12])[F:11])[CH:7]=1.C1(C2C=CC=CC=2)C=CC=CC=1.[C:52]1([P:58](=[CH:60][C:61]#[N:62])=[O:59])[CH:57]=[CH:56][CH:55]=[CH:54][CH:53]=1.CCN=C=NCCCN(C)C. Product: [C:23]1([C:15]2[CH:16]=[CH:17][CH:22]=[CH:21][CH:20]=2)[CH:24]=[CH:25][CH:26]=[CH:27][CH:28]=1.[C:61]([C:60](=[P:58]([C:52]1[CH:57]=[CH:56][CH:55]=[CH:54][CH:53]=1)=[O:59])[C:36]([C:33]1([NH:32][C:31]([NH:30][C@@:15]([C:4]2[CH:5]=[C:6]([O:8][C:9]([F:13])([F:14])[CH:10]([F:11])[F:12])[CH:7]=[C:2]([F:1])[CH:3]=2)([C:23]2[CH:24]=[CH:25][C:26]([F:29])=[CH:27][CH:28]=2)[CH2:16][C:17]2[CH:18]=[CH:19][CH:20]=[CH:21][CH:22]=2)=[O:39])[CH2:34][CH2:35]1)=[O:38])#[N:62]. The catalyst class is: 64. (4) Reactant: [Br:1][C:2]1[CH:3]=[C:4]([CH:8]=[C:9]([O:11][CH3:12])[CH:10]=1)[C:5](O)=[O:6].S(Cl)(Cl)=O.C[N:18](C=O)C. Product: [Br:1][C:2]1[CH:3]=[C:4]([CH:8]=[C:9]([O:11][CH3:12])[CH:10]=1)[C:5]([NH2:18])=[O:6]. The catalyst class is: 11. (5) Reactant: [CH3:1][CH:2]([C:8]([O:10]CC)=O)[C:3]([O:5]CC)=O.Cl.[C:14]([NH2:17])(=[NH:16])[CH3:15].Cl. Product: [CH3:15][C:14]1[N:17]=[C:3]([OH:5])[C:2]([CH3:1])=[C:8]([OH:10])[N:16]=1. The catalyst class is: 88. (6) Reactant: Cl[CH2:2][C:3]([C:5]1[CH:6]=[C:7]2[C:12](=[CH:13][CH:14]=1)[NH:11][C:10](=[O:15])[CH2:9][CH2:8]2)=[O:4].[CH3:16][O:17][C:18]1[CH:19]=[C:20]([C:24]2([OH:30])[CH2:29][CH2:28][NH:27][CH2:26][CH2:25]2)[CH:21]=[CH:22][CH:23]=1.C(N(CC)CC)C.O. Product: [OH:30][C:24]1([C:20]2[CH:21]=[CH:22][CH:23]=[C:18]([O:17][CH3:16])[CH:19]=2)[CH2:25][CH2:26][N:27]([CH2:2][C:3]([C:5]2[CH:6]=[C:7]3[C:12](=[CH:13][CH:14]=2)[NH:11][C:10](=[O:15])[CH2:9][CH2:8]3)=[O:4])[CH2:28][CH2:29]1. The catalyst class is: 3.